Predict the reaction yield, written as a fraction of the theoretical maximum amount of product (1.0 means a 100% yield; for example, 0.34 means a 34% yield). From a dataset of Reaction yield outcomes from USPTO patents with 853,638 reactions. (1) The reactants are [C:1]([NH:8][C@H:9]1[CH2:14][C@@H:13]([C:15]([F:18])([F:17])[F:16])[CH2:12][NH:11][CH2:10]1)([O:3][C:4]([CH3:7])([CH3:6])[CH3:5])=[O:2].C([O-])(O)=O.[Na+].C1COCC1.Cl[C:30]([O:32][CH2:33][C:34]1[CH:39]=[CH:38][CH:37]=[CH:36][CH:35]=1)=[O:31]. The catalyst is CCOC(C)=O.O. The product is [C:4]([O:3][C:1]([NH:8][C@H:9]1[CH2:14][C@@H:13]([C:15]([F:17])([F:16])[F:18])[CH2:12][N:11]([C:30]([O:32][CH2:33][C:34]2[CH:39]=[CH:38][CH:37]=[CH:36][CH:35]=2)=[O:31])[CH2:10]1)=[O:2])([CH3:7])([CH3:6])[CH3:5]. The yield is 0.430. (2) The reactants are Br[C:2]1[CH:3]=[CH:4][C:5]([C:8]2[CH:13]=[CH:12][C:11]([O:14][CH2:15][CH:16]3[CH2:21][CH2:20][N:19]([C:22]([O:24][C:25]([CH3:28])([CH3:27])[CH3:26])=[O:23])[CH2:18][CH2:17]3)=[CH:10][CH:9]=2)=[N:6][CH:7]=1.[Na+].[CH3:30][S:31]([O-:33])=[O:32].N1CCC[C@H]1C(O)=O.[OH-].[Na+]. The catalyst is CS(C)=O.[Cu]I. The product is [CH3:30][S:31]([C:2]1[CH:3]=[CH:4][C:5]([C:8]2[CH:13]=[CH:12][C:11]([O:14][CH2:15][CH:16]3[CH2:21][CH2:20][N:19]([C:22]([O:24][C:25]([CH3:28])([CH3:27])[CH3:26])=[O:23])[CH2:18][CH2:17]3)=[CH:10][CH:9]=2)=[N:6][CH:7]=1)(=[O:33])=[O:32]. The yield is 0.800. (3) The reactants are [CH3:1][S:2]([O:5][C:6]1[CH:11]=[CH:10][C:9]([C@H:12]2[CH2:14][O:13]2)=[CH:8][CH:7]=1)(=[O:4])=[O:3].[CH2:15]([NH2:22])[C:16]1[CH:21]=[CH:20][CH:19]=[CH:18][CH:17]=1. No catalyst specified. The product is [CH3:1][S:2]([O:5][C:6]1[CH:11]=[CH:10][C:9]([C@H:12]([OH:13])[CH2:14][NH:22][CH2:15][C:16]2[CH:21]=[CH:20][CH:19]=[CH:18][CH:17]=2)=[CH:8][CH:7]=1)(=[O:4])=[O:3]. The yield is 0.690. (4) The reactants are Cl[C:2]1[CH:7]=[C:6]([C:8]2[N:12]3[N:13]=[CH:14][C:15]([C:17]([F:20])([F:19])[F:18])=[N:16][C:11]3=[N:10][CH:9]=2)[CH:5]=[CH:4][N:3]=1.[F:21][C:22]1[CH:23]=[CH:24][C:25](B2OC(C)(C)C(C)(C)O2)=[C:26]([CH:29]=1)[C:27]#[N:28]. No catalyst specified. The product is [F:21][C:22]1[CH:23]=[CH:24][C:25]([C:2]2[CH:7]=[C:6]([C:8]3[N:12]4[N:13]=[CH:14][C:15]([C:17]([F:20])([F:19])[F:18])=[N:16][C:11]4=[N:10][CH:9]=3)[CH:5]=[CH:4][N:3]=2)=[C:26]([CH:29]=1)[C:27]#[N:28]. The yield is 0.240. (5) The reactants are [H-].[Na+].[CH3:3][C:4]1[CH:9]=[CH:8][C:7]([CH:10]([OH:15])[C:11]([F:14])([F:13])[F:12])=[CH:6][CH:5]=1.[NH2:16][C:17]1[N:22]=[C:21](Cl)[CH:20]=[C:19]([Cl:24])[N:18]=1.O. The catalyst is C1COCC1.C(OCC)(=O)C. The product is [Cl:24][C:19]1[CH:20]=[C:21]([O:15][CH:10]([C:7]2[CH:8]=[CH:9][C:4]([CH3:3])=[CH:5][CH:6]=2)[C:11]([F:12])([F:13])[F:14])[N:22]=[C:17]([NH2:16])[N:18]=1. The yield is 0.660. (6) The reactants are [Cl:1][C:2]1[N:6]2[CH:7]=[C:8]([C:15]3[CH:19]=[C:18]([Cl:20])[O:17][CH:16]=3)[CH:9]=[C:10]([C:11]([F:14])([F:13])[F:12])[C:5]2=[N:4][C:3]=1[C:21](Cl)=[O:22].Cl.[F:25][C:26]1[CH:27]=[C:28]([CH:32]2[CH2:36][CH2:35][NH:34][CH2:33]2)[CH:29]=[CH:30][CH:31]=1.C(N(CC)C(C)C)(C)C. The catalyst is C1COCC1.CCOC(C)=O. The product is [Cl:1][C:2]1[N:6]2[CH:7]=[C:8]([C:15]3[CH:19]=[C:18]([Cl:20])[O:17][CH:16]=3)[CH:9]=[C:10]([C:11]([F:12])([F:13])[F:14])[C:5]2=[N:4][C:3]=1[C:21]([N:34]1[CH2:35][CH2:36][CH:32]([C:28]2[CH:29]=[CH:30][CH:31]=[C:26]([F:25])[CH:27]=2)[CH2:33]1)=[O:22]. The yield is 0.250.